From a dataset of Full USPTO retrosynthesis dataset with 1.9M reactions from patents (1976-2016). Predict the reactants needed to synthesize the given product. (1) Given the product [O:78]=[C:77]1[O:79][C@@H:72]([CH2:73][NH:26][C:24]([C@@H:20]2[CH2:21][CH2:22][CH2:23][N:19]2[S:16]([C:13]2[N:12]3[C@@:8]([CH2:7][C:6]4[CH:42]=[CH:43][C:3]([C:1]#[N:2])=[CH:4][CH:5]=4)([CH3:41])[C:9](=[O:40])[N:10]([C:32]4[CH:37]=[C:36]([Cl:38])[CH:35]=[C:34]([Cl:39])[CH:33]=4)[C:11]3=[N:15][CH:14]=2)(=[O:18])=[O:17])=[O:25])[CH2:74][CH2:76]1, predict the reactants needed to synthesize it. The reactants are: [C:1]([C:3]1[CH:43]=[CH:42][C:6]([CH2:7][C@@:8]2([CH3:41])[N:12]3[C:13]([S:16]([N:19]4[CH2:23][CH2:22][CH2:21][C@H:20]4[C:24]([NH:26][C@H](C)C(O)=O)=[O:25])(=[O:18])=[O:17])=[CH:14][N:15]=[C:11]3[N:10]([C:32]3[CH:37]=[C:36]([Cl:38])[CH:35]=[C:34]([Cl:39])[CH:33]=3)[C:9]2=[O:40])=[CH:5][CH:4]=1)#[N:2].CN(C(ON1N=NC2C=CC=CC1=2)=[N+](C)C)C.[B-](F)(F)(F)F.CCN([CH:72]([CH3:74])[CH3:73])C(C)C.F[C:76](F)(F)[C:77]([OH:79])=[O:78]. (2) Given the product [NH2:19][C:20]1[C:29]2[C:24](=[C:25]([C:9]3[CH:10]=[C:11]4[NH:17][CH:16]=[CH:15][C:12]4=[N:13][CH:14]=3)[C:26]([CH3:30])=[CH:27][CH:28]=2)[N:23]=[N:22][C:21]=1[C:32]([NH2:34])=[O:33], predict the reactants needed to synthesize it. The reactants are: CC1(C)C(C)(C)OB([C:9]2[CH:10]=[C:11]3[NH:17][CH:16]=[CH:15][C:12]3=[N:13][CH:14]=2)O1.[NH2:19][C:20]1[C:29]2[C:24](=[C:25](Br)[C:26]([CH3:30])=[CH:27][CH:28]=2)[N:23]=[N:22][C:21]=1[C:32]([NH2:34])=[O:33]. (3) Given the product [F:17][C:18]1([F:22])[CH2:21][N:20]([C:2]2[C:3]([O:10][CH2:11][C:12]([F:15])([F:14])[F:13])=[CH:4][C:5]([C:8]#[N:9])=[N:6][CH:7]=2)[CH2:19]1, predict the reactants needed to synthesize it. The reactants are: Br[C:2]1[C:3]([O:10][CH2:11][C:12]([F:15])([F:14])[F:13])=[CH:4][C:5]([C:8]#[N:9])=[N:6][CH:7]=1.Cl.[F:17][C:18]1([F:22])[CH2:21][NH:20][CH2:19]1.C([O-])([O-])=O.[Cs+].[Cs+].C1C=CC(P(C2C(C3C(P(C4C=CC=CC=4)C4C=CC=CC=4)=CC=C4C=3C=CC=C4)=C3C(C=CC=C3)=CC=2)C2C=CC=CC=2)=CC=1. (4) The reactants are: [F:1][C:2]1[CH:7]=[CH:6][CH:5]=[C:4]([O:8][C:9]2[CH:14]=[CH:13][C:12]([CH:15]([F:20])[C:16](F)([F:18])[F:17])=[CH:11][C:10]=2[O:21][CH3:22])[N:3]=1.[Li+].C[Si]([N-][Si](C)(C)C)(C)C. Given the product [F:1][C:2]1[CH:7]=[CH:6][CH:5]=[C:4]([O:8][C:9]2[CH:14]=[CH:13][C:12]([C:15]([F:20])=[C:16]([F:17])[F:18])=[CH:11][C:10]=2[O:21][CH3:22])[N:3]=1, predict the reactants needed to synthesize it. (5) Given the product [F:31][C:29]([C:25]1[N:26]=[C:27]([C:2]2[N:6]3[CH:7]=[CH:8][C:9]([C:11]([CH3:21])([O:13][Si:14]([CH2:19][CH3:20])([CH2:17][CH3:18])[CH2:15][CH3:16])[CH3:12])=[N:10][C:5]3=[N:4][CH:3]=2)[CH:28]=[CH:23][N:24]=1)([F:32])[CH3:30], predict the reactants needed to synthesize it. The reactants are: Br[C:2]1[N:6]2[CH:7]=[CH:8][C:9]([C:11]([CH3:21])([O:13][Si:14]([CH2:19][CH3:20])([CH2:17][CH3:18])[CH2:15][CH3:16])[CH3:12])=[N:10][C:5]2=[N:4][CH:3]=1.Cl[C:23]1[CH:28]=[CH:27][N:26]=[C:25]([C:29]([F:32])([F:31])[CH3:30])[N:24]=1. (6) Given the product [CH3:8][C:7]1[C:3]2[C:1]([NH2:2])=[N:13][C:11]([S:12][CH3:24])=[N:10][C:4]=2[S:5][C:6]=1[CH3:9], predict the reactants needed to synthesize it. The reactants are: [C:1]([C:3]1[C:7]([CH3:8])=[C:6]([CH3:9])[S:5][C:4]=1[NH:10][C:11]([NH:13]C(=O)C1C=CC=CC=1)=[S:12])#[N:2].[OH-].[Na+].[CH3:24]I. (7) Given the product [C:12]([C:7]1[CH:8]=[C:9]([CH:10]=[C:5]([C:1]([CH3:4])([CH3:3])[CH3:2])[C:6]=1[OH:16])[CH:11]=[O:23])([CH3:15])([CH3:14])[CH3:13], predict the reactants needed to synthesize it. The reactants are: [C:1]([C:5]1[CH:10]=[C:9]([CH3:11])[CH:8]=[C:7]([C:12]([CH3:15])([CH3:14])[CH3:13])[C:6]=1[OH:16])([CH3:4])([CH3:3])[CH3:2].BrBr.C([OH:23])(C)(C)C. (8) Given the product [CH3:1][CH:2]([CH2:9][CH2:10][CH2:11][CH2:12][NH:13][C:14](=[O:15])[O:16][CH2:20][CH2:19][CH2:18][CH2:17][O:31][CH:30]=[CH2:32])[C:3]([CH3:7])([CH3:8])[NH:4][C:5](=[O:6])[O:28][CH2:27][CH2:26][CH2:25][CH2:24][O:23][CH:21]=[CH2:22], predict the reactants needed to synthesize it. The reactants are: [CH3:1][CH:2]([CH2:9][CH2:10][CH2:11][CH2:12][N:13]=[C:14]=[O:15])[C:3]([CH3:8])([CH3:7])[N:4]=[C:5]=[O:6].[O:16]1[CH2:20][CH2:19][CH2:18][CH2:17]1.[CH:21]([O:23][CH2:24][CH2:25][CH2:26][CH2:27][OH:28])=[CH2:22].[N-]=[C:30]=[O:31].[CH3:32]O. (9) Given the product [C:29]([O:33][C:34]([N:36]1[C@H:41]([C:42](=[O:43])[NH:1][C@H:2]([C:3]([OH:5])=[O:4])[C:6]23[CH2:7][C:8]([C:11]([F:12])([F:13])[F:14])([CH2:10]2)[CH2:9]3)[CH2:40][C@@H:39]2[C@H:37]1[CH2:38]2)=[O:35])([CH3:32])([CH3:31])[CH3:30], predict the reactants needed to synthesize it. The reactants are: [NH2:1][C@@H:2]([C:6]12[CH2:10][C:8]([C:11]([F:14])([F:13])[F:12])([CH2:9]1)[CH2:7]2)[C:3]([OH:5])=[O:4].CCN(C(C)C)C(C)C.C[Si](Cl)(C)C.[C:29]([O:33][C:34]([N:36]1[C@H:41]([C:42](O)=[O:43])[CH2:40][C@@H:39]2[C@H:37]1[CH2:38]2)=[O:35])([CH3:32])([CH3:31])[CH3:30].CN(C(ON1N=NC2C=CC=CC1=2)=[N+](C)C)C.F[P-](F)(F)(F)(F)F.Cl.